Dataset: Reaction yield outcomes from USPTO patents with 853,638 reactions. Task: Predict the reaction yield, written as a fraction of the theoretical maximum amount of product (1.0 means a 100% yield; for example, 0.34 means a 34% yield). (1) The reactants are C1(P(C2C=CC=CC=2)C2C=CC=CC=2)C=CC=CC=1.C(C[C:25]([C:33]([OH:35])=O)([N:27]1[CH2:32][CH2:31][NH:30][CH2:29][CH2:28]1)O)(C)(C)C.CCOC(/N=N/C(OCC)=O)=O.O1CCCCC1[N:54]1[C:62]2[C:57](=[CH:58][C:59]([C:63]3[N:67]=[CH:66][N:65](C(C4C=CC=CC=4)(C4C=CC=CC=4)C4C=CC=CC=4)[N:64]=3)=[CH:60][CH:61]=2)[C:56]([C:87]2[CH:88]=[C:89](O)[CH:90]=[CH:91][CH:92]=2)=[N:55]1.Cl. The catalyst is O1CCCC1. The product is [NH:65]1[CH:66]=[N:67][C:63]([C:59]2[CH:58]=[C:57]3[C:62](=[CH:61][CH:60]=2)[NH:54][N:55]=[C:56]3[C:87]2[CH:88]=[CH:89][CH:90]=[C:91]([O:35][CH2:33][CH2:25][N:27]3[CH2:28][CH2:29][NH:30][CH2:31][CH2:32]3)[CH:92]=2)=[N:64]1. The yield is 0.270. (2) The reactants are C1OCCOCCOCCOCCOCCOC1.[K].[CH3:20][O:21][C:22]([C:24]1[C:32]2[C:27](=[CH:28][C:29]([N:33]3[CH2:38][CH2:37][CH:36]([OH:39])[CH2:35][CH2:34]3)=[CH:30][CH:31]=2)[N:26]([CH3:40])[CH:25]=1)=[O:23].Br[CH2:42][C:43]1[C:44]([C:51]2[C:56]([Cl:57])=[CH:55][CH:54]=[CH:53][C:52]=2[Cl:58])=[N:45][O:46][C:47]=1[CH:48]1[CH2:50][CH2:49]1.[NH4+].[Cl-]. The catalyst is C(O)(C)(C)C.O1CCCC1. The product is [CH3:20][O:21][C:22]([C:24]1[C:32]2[C:27](=[CH:28][C:29]([N:33]3[CH2:38][CH2:37][CH:36]([O:39][CH2:42][C:43]4[C:44]([C:51]5[C:52]([Cl:58])=[CH:53][CH:54]=[CH:55][C:56]=5[Cl:57])=[N:45][O:46][C:47]=4[CH:48]4[CH2:50][CH2:49]4)[CH2:35][CH2:34]3)=[CH:30][CH:31]=2)[N:26]([CH3:40])[CH:25]=1)=[O:23]. The yield is 0.340. (3) The reactants are Cl[C:2]1[N:7]2[N:8]=[CH:9][CH:10]=[C:6]2[N:5]=[C:4]([C:11]2[CH:16]=[CH:15][C:14]([Cl:17])=[CH:13][CH:12]=2)[CH:3]=1.[Cl-].[CH:19]1([Zn+])[CH2:21][CH2:20]1.C1COCC1.C1([Mg]Br)CC1.C1COCC1.[NH4+].[Cl-]. The catalyst is C1COCC1.C1C=CC([P]([Pd]([P](C2C=CC=CC=2)(C2C=CC=CC=2)C2C=CC=CC=2)([P](C2C=CC=CC=2)(C2C=CC=CC=2)C2C=CC=CC=2)[P](C2C=CC=CC=2)(C2C=CC=CC=2)C2C=CC=CC=2)(C2C=CC=CC=2)C2C=CC=CC=2)=CC=1.[Cl-].[Zn+2].[Cl-].C1COCC1. The product is [Cl:17][C:14]1[CH:15]=[CH:16][C:11]([C:4]2[CH:3]=[C:2]([CH:19]3[CH2:21][CH2:20]3)[N:7]3[N:8]=[CH:9][CH:10]=[C:6]3[N:5]=2)=[CH:12][CH:13]=1. The yield is 0.690. (4) The catalyst is C(Cl)Cl. The reactants are [N:1]1[CH:6]=[CH:5][C:4]([C:7]2([OH:17])[CH2:16][CH2:15][C:10]3([O:14][CH2:13][CH2:12][O:11]3)[CH2:9][CH2:8]2)=[CH:3][CH:2]=1.C1C=C(Cl)C=C(C(OO)=[O:26])C=1. The yield is 0.980. The product is [O-:26][N+:1]1[CH:2]=[CH:3][C:4]([C:7]2([OH:17])[CH2:8][CH2:9][C:10]3([O:14][CH2:13][CH2:12][O:11]3)[CH2:15][CH2:16]2)=[CH:5][CH:6]=1. (5) The reactants are [Cl:1][C:2]1[CH:43]=[CH:42][CH:41]=[C:40]([Cl:44])[C:3]=1[C:4]([NH:6][C@H:7]([C:36]([O:38][CH3:39])=[O:37])[CH2:8][C:9]1[CH:35]=[CH:34][C:12]([O:13][CH2:14][CH:15]([C:17]2[N:26]=[C:25]3[C:20]([CH2:21][CH2:22][CH2:23][N:24]3C(OC(C)(C)C)=O)=[CH:19][CH:18]=2)[CH3:16])=[CH:11][CH:10]=1)=[O:5]. The catalyst is C(O)(C(F)(F)F)=O.C(Cl)Cl. The product is [Cl:1][C:2]1[CH:43]=[CH:42][CH:41]=[C:40]([Cl:44])[C:3]=1[C:4]([NH:6][C@H:7]([C:36]([O:38][CH3:39])=[O:37])[CH2:8][C:9]1[CH:10]=[CH:11][C:12]([O:13][CH2:14][CH:15]([C:17]2[CH:18]=[CH:19][C:20]3[CH2:21][CH2:22][CH2:23][NH:24][C:25]=3[N:26]=2)[CH3:16])=[CH:34][CH:35]=1)=[O:5]. The yield is 0.950.